From a dataset of Peptide-MHC class II binding affinity with 134,281 pairs from IEDB. Regression. Given a peptide amino acid sequence and an MHC pseudo amino acid sequence, predict their binding affinity value. This is MHC class II binding data. (1) The peptide sequence is LANAGRSSGSRRPLG. The MHC is DRB1_1501 with pseudo-sequence DRB1_1501. The binding affinity (normalized) is 0.0289. (2) The peptide sequence is LALVGFLGGLITGIS. The MHC is DRB1_1602 with pseudo-sequence DRB1_1602. The binding affinity (normalized) is 0.611. (3) The peptide sequence is LKSDLLRAGITLVPV. The MHC is DRB1_0901 with pseudo-sequence DRB1_0901. The binding affinity (normalized) is 0.198.